From a dataset of Full USPTO retrosynthesis dataset with 1.9M reactions from patents (1976-2016). Predict the reactants needed to synthesize the given product. (1) Given the product [CH2:9]([N:6]1[CH2:7][CH2:8][C:3]([CH2:2][NH:1][C:26](=[O:27])[CH2:25][Cl:24])([OH:16])[CH2:4][CH2:5]1)[C:10]1[CH:15]=[CH:14][CH:13]=[CH:12][CH:11]=1, predict the reactants needed to synthesize it. The reactants are: [NH2:1][CH2:2][C:3]1([OH:16])[CH2:8][CH2:7][N:6]([CH2:9][C:10]2[CH:15]=[CH:14][CH:13]=[CH:12][CH:11]=2)[CH2:5][CH2:4]1.C(N(CC)CC)C.[Cl:24][CH2:25][C:26](Cl)=[O:27]. (2) Given the product [O:12]1[C:13]2[CH:18]=[CH:17][CH:16]=[CH:15][C:14]=2[CH:21]=[CH:22]1, predict the reactants needed to synthesize it. The reactants are: C(OOC(C)(C)C)(C)(C)C.C[O:12][C:13]1[CH:18]=[C:17](OC)[CH:16]=[CH:15][C:14]=1[C:21](=O)[CH2:22]C(OCC)=O.COC1C=C(O)C=CC=1. (3) Given the product [OH:34][C@@H:33]([C:24]1[CH:25]=[CH:26][C:27]2[C:28](=[O:32])[O:29][CH2:30][C:31]=2[C:23]=1[CH3:22])[CH2:35][N:7]1[CH2:8][CH2:9][N:4]([CH2:3][CH:2]([OH:1])[C:11]2[CH:20]=[CH:19][C:14]3[C:15](=[O:18])[O:16][CH2:17][C:13]=3[C:12]=2[CH3:21])[C:5](=[O:10])[CH2:6]1, predict the reactants needed to synthesize it. The reactants are: [OH:1][CH:2]([C:11]1[CH:20]=[CH:19][C:14]2[C:15](=[O:18])[O:16][CH2:17][C:13]=2[C:12]=1[CH3:21])[CH2:3][N:4]1[CH2:9][CH2:8][NH:7][CH2:6][C:5]1=[O:10].[CH3:22][C:23]1[C:31]2[CH2:30][O:29][C:28](=[O:32])[C:27]=2[CH:26]=[CH:25][C:24]=1[C@H:33]1[CH2:35][O:34]1. (4) Given the product [CH3:1][C:2]1([CH3:25])[CH2:11][CH2:10][C:9]([CH3:12])([CH3:13])[C:8]2[CH:7]=[C:6]([C:14]3[CH:18]=[C:17]([N:19]4[CH2:20][CH2:21][N:22]([CH2:31][CH2:30][CH2:29][CH2:28][CH2:27][OH:26])[CH2:23][CH2:24]4)[O:16][N:15]=3)[CH:5]=[CH:4][C:3]1=2, predict the reactants needed to synthesize it. The reactants are: [CH3:1][C:2]1([CH3:25])[CH2:11][CH2:10][C:9]([CH3:13])([CH3:12])[C:8]2[CH:7]=[C:6]([C:14]3[CH:18]=[C:17]([N:19]4[CH2:24][CH2:23][NH:22][CH2:21][CH2:20]4)[O:16][N:15]=3)[CH:5]=[CH:4][C:3]1=2.[OH:26][CH2:27][CH2:28][CH2:29][CH2:30][CH:31]=O. (5) The reactants are: [F:1][C:2]([F:20])([F:19])[C:3]1[CH:18]=[CH:17][C:6]([O:7][CH2:8][C:9]2[CH:14]=[CH:13][C:12]([CH2:15]O)=[CH:11][CH:10]=2)=[CH:5][CH:4]=1.C(N(CC)CC)C.CS([Cl:32])(=O)=O. Given the product [Cl:32][CH2:15][C:12]1[CH:13]=[CH:14][C:9]([CH2:8][O:7][C:6]2[CH:17]=[CH:18][C:3]([C:2]([F:20])([F:19])[F:1])=[CH:4][CH:5]=2)=[CH:10][CH:11]=1, predict the reactants needed to synthesize it.